From a dataset of Forward reaction prediction with 1.9M reactions from USPTO patents (1976-2016). Predict the product of the given reaction. (1) Given the reactants [F:1][C:2]1[CH:3]=[C:4]([C:22]2[C:23]([C:28]#[N:29])=[CH:24][CH:25]=[CH:26][CH:27]=2)[CH:5]=[CH:6][C:7]=1[CH2:8][C:9]1[C:10](=[O:21])[NH:11][C:12]2[N:13]([N:18]=[CH:19][N:20]=2)[C:14]=1[CH2:15][CH2:16][CH3:17].[C:30]1(B(O)O)[CH:35]=[CH:34][CH:33]=[CH:32][CH:31]=1.C(N(CC)CC)C.N1C=CC=CC=1, predict the reaction product. The product is: [F:1][C:2]1[CH:3]=[C:4]([C:22]2[C:23]([C:28]#[N:29])=[CH:24][CH:25]=[CH:26][CH:27]=2)[CH:5]=[CH:6][C:7]=1[CH2:8][C:9]1[C:10](=[O:21])[N:11]([C:30]2[CH:35]=[CH:34][CH:33]=[CH:32][CH:31]=2)[C:12]2[N:13]([N:18]=[CH:19][N:20]=2)[C:14]=1[CH2:15][CH2:16][CH3:17]. (2) Given the reactants [OH:1][C:2]1[CH:11]=[C:10]2[C:5]([C:6](=[O:18])[C:7]([C:12]3[CH:17]=[CH:16][CH:15]=[CH:14][CH:13]=3)=[CH:8][O:9]2)=[CH:4][CH:3]=1.C([O-])([O-])=O.[K+].[K+].C[CH2:26][O:27][C:28]([CH2:30]Br)=[O:29], predict the reaction product. The product is: [CH3:26][O:27][C:28](=[O:29])[CH2:30][O:1][C:2]1[CH:11]=[C:10]2[C:5]([C:6](=[O:18])[C:7]([C:12]3[CH:17]=[CH:16][CH:15]=[CH:14][CH:13]=3)=[CH:8][O:9]2)=[CH:4][CH:3]=1.